From a dataset of Rat liver microsome stability data. Regression/Classification. Given a drug SMILES string, predict its absorption, distribution, metabolism, or excretion properties. Task type varies by dataset: regression for continuous measurements (e.g., permeability, clearance, half-life) or binary classification for categorical outcomes (e.g., BBB penetration, CYP inhibition). Dataset: rlm. (1) The molecule is CS(=O)(=O)c1ccc(-c2cnc(NCc3ccco3)n3cnnc23)cc1. The result is 0 (unstable in rat liver microsomes). (2) The compound is CCCN(CCC)S(=O)(=O)c1ccc(C=Cc2cncc(C#N)c2Nc2ccc3[nH]ccc3c2C)cc1. The result is 1 (stable in rat liver microsomes). (3) The drug is CCOc1ccc(NC(=O)c2cccc(-n3cccc3)c2)cc1S(=O)(=O)N1CCOCC1. The result is 1 (stable in rat liver microsomes). (4) The molecule is CCn1cnc2c(NCc3nc4c(F)c(F)ccc4[nH]3)nc(N3CCOCC3)nc21. The result is 1 (stable in rat liver microsomes). (5) The drug is O=C(NC1CCCc2c1cnn2-c1cccc(O)c1)c1ccccn1. The result is 1 (stable in rat liver microsomes). (6) The molecule is COc1ccc(OC)c(-n2c3c(cc(-c4nc(-c5ccc(Cl)cc5)cs4)c2=O)C(=O)CC(C)(C)C3)c1. The result is 0 (unstable in rat liver microsomes). (7) The result is 0 (unstable in rat liver microsomes). The molecule is Cn1c(=O)cc(N2CCC[C@@H](N)C2)n(Cc2cc(F)ccc2C#N)c1=O.